The task is: Predict the reactants needed to synthesize the given product.. This data is from Full USPTO retrosynthesis dataset with 1.9M reactions from patents (1976-2016). (1) Given the product [Cl:1][C:2]1[CH:7]=[C:6]([I:8])[CH:5]=[CH:4][C:3]=1[NH:9][C:10](=[O:37])[C@@H:11]([N:20]1[C:24](=[O:25])[C@H:23]([C:26]2[CH:27]=[CH:28][C:29]([O:32][CH2:33][CH2:34][OH:35])=[CH:30][CH:31]=2)[NH:22][C:21]1=[O:36])[C@H:12]([C:14]1[CH:19]=[CH:18][CH:17]=[CH:16][CH:15]=1)[CH3:13], predict the reactants needed to synthesize it. The reactants are: [Cl:1][C:2]1[CH:7]=[C:6]([I:8])[CH:5]=[CH:4][C:3]=1[NH:9][C:10](=[O:37])[C@@H:11]([N:20]1[C:24](=[O:25])[C@@H:23]([C:26]2[CH:31]=[CH:30][C:29]([O:32][CH2:33][CH2:34][OH:35])=[CH:28][CH:27]=2)[NH:22][C:21]1=[O:36])[C@H:12]([C:14]1[CH:19]=[CH:18][CH:17]=[CH:16][CH:15]=1)[CH3:13]. (2) Given the product [Cl:1][C:2]1[CH:27]=[C:26]([O:28][CH3:29])[CH:25]=[CH:24][C:3]=1[CH2:4][N:5]1[C:9]2[CH:10]=[C:11]([O:15][CH2:16][CH2:17][CH2:18][C:19]([O:21][CH3:22])=[O:20])[CH:12]=[C:13]([CH3:14])[C:8]=2[N:7]=[C:6]1[CH3:23], predict the reactants needed to synthesize it. The reactants are: [Cl:1][C:2]1[CH:27]=[C:26]([OH:28])[CH:25]=[CH:24][C:3]=1[CH2:4][N:5]1[C:9]2[CH:10]=[C:11]([O:15][CH2:16][CH2:17][CH2:18][C:19]([O:21][CH3:22])=[O:20])[CH:12]=[C:13]([CH3:14])[C:8]=2[N:7]=[C:6]1[CH3:23].[C:29]([O-])([O-])=O.[K+].[K+].IC. (3) Given the product [Br:1][C:2]1[C:3]([F:9])=[C:4]([OH:19])[C:5]([Cl:8])=[CH:6][CH:7]=1, predict the reactants needed to synthesize it. The reactants are: [Br:1][C:2]1[CH:7]=[CH:6][C:5]([Cl:8])=[CH:4][C:3]=1[F:9].[Li+].CC([N-]C(C)C)C.B(OC)(OC)[O:19]C.C(OO)(=O)C. (4) Given the product [ClH:28].[Cl:28][C:25]1[CH:26]=[CH:27][C:22]([C:21]([NH:20][C:17]2[CH:16]=[CH:15][C:14]([O:13][CH:10]3[CH2:11][CH2:12][NH:8][CH2:9]3)=[CH:19][CH:18]=2)=[O:29])=[CH:23][CH:24]=1, predict the reactants needed to synthesize it. The reactants are: C(OC([N:8]1[CH2:12][CH2:11][CH:10]([O:13][C:14]2[CH:19]=[CH:18][C:17]([NH:20][C:21](=[O:29])[C:22]3[CH:27]=[CH:26][C:25]([Cl:28])=[CH:24][CH:23]=3)=[CH:16][CH:15]=2)[CH2:9]1)=O)(C)(C)C.Cl. (5) Given the product [CH:6]1([O:5][CH2:1][CH2:2][CH2:3][CH2:4][Si:17]([O:21][CH2:22][CH3:23])([O:18][CH2:19][CH3:20])[O:16][CH2:14][CH3:15])[CH2:13][CH2:12][CH2:11][CH2:10][CH2:9][C:8]#[C:7]1, predict the reactants needed to synthesize it. The reactants are: [CH2:1]([O:5][CH:6]1[CH2:13][CH2:12][CH2:11][CH2:10][CH2:9][C:8]#[C:7]1)[CH2:2][CH:3]=[CH2:4].[CH2:14]([O:16][SiH:17]([O:21][CH2:22][CH3:23])[O:18][CH2:19][CH3:20])[CH3:15]. (6) The reactants are: [BrH:1].[Cl:2][C:3]1[CH:12]=[C:11]2[C:6]([CH:7]=[CH:8][CH:9]=[C:10]2[C:13]2[N:14]3[CH2:20][CH2:19][N:18]=[C:15]3[S:16][CH:17]=2)=[CH:5][CH:4]=1.C([O-])(O)=O.[Na+].BrBr. Given the product [BrH:1].[Br:1][C:17]1[S:16][C:15]2=[N:18][CH2:19][CH2:20][N:14]2[C:13]=1[C:10]1[C:11]2[C:6](=[CH:5][CH:4]=[C:3]([Cl:2])[CH:12]=2)[CH:7]=[CH:8][CH:9]=1, predict the reactants needed to synthesize it. (7) Given the product [F:12][C:11]([F:14])([F:13])[C:10]1[CH:9]=[CH:8][NH:4][N:3]=1, predict the reactants needed to synthesize it. The reactants are: Cl.Cl.[NH2:3][NH2:4].C(O/[CH:8]=[CH:9]/[C:10](=O)[C:11]([F:14])([F:13])[F:12])C.C(OCC)(=O)C.CCCCCC.